From a dataset of Reaction yield outcomes from USPTO patents with 853,638 reactions. Predict the reaction yield, written as a fraction of the theoretical maximum amount of product (1.0 means a 100% yield; for example, 0.34 means a 34% yield). (1) The reactants are [Cl:1][C:2]1[C:3]([F:19])=[C:4]([C:11]2[CH:16]=[C:15]([O:17]C)[N:14]=[CH:13][N:12]=2)[C:5]([CH:8]([F:10])[F:9])=[CH:6][CH:7]=1.CC(O)=O.Br. The catalyst is C1(C)C=CC=CC=1. The product is [Cl:1][C:2]1[C:3]([F:19])=[C:4]([C:11]2[N:12]=[CH:13][N:14]=[C:15]([OH:17])[CH:16]=2)[C:5]([CH:8]([F:9])[F:10])=[CH:6][CH:7]=1. The yield is 0.950. (2) The reactants are [NH2:1][C:2](=[O:17])[CH2:3][O:4][C:5]1[CH:14]=[CH:13][C:8]([C:9]([O:11][CH3:12])=[O:10])=[C:7]([O:15][CH3:16])[CH:6]=1.[Br:18]Br. The catalyst is C(Cl)(Cl)Cl. The product is [NH2:1][C:2](=[O:17])[CH2:3][O:4][C:5]1[C:14]([Br:18])=[CH:13][C:8]([C:9]([O:11][CH3:12])=[O:10])=[C:7]([O:15][CH3:16])[CH:6]=1. The yield is 0.910. (3) The reactants are [F:1][C:2]([F:12])([F:11])[CH2:3][CH2:4][S:5][CH2:6][CH2:7][C:8](O)=[O:9].S(Cl)([Cl:15])=O. The catalyst is ClCCl. The product is [F:1][C:2]([F:12])([F:11])[CH2:3][CH2:4][S:5][CH2:6][CH2:7][C:8]([Cl:15])=[O:9]. The yield is 0.860. (4) The reactants are CCN(C(C)C)C(C)C.[NH:10]([C:12]([C:14]1([CH2:17][NH:18][C:19](=[O:25])[O:20][C:21]([CH3:24])([CH3:23])[CH3:22])[CH2:16][CH2:15]1)=[O:13])[NH2:11].[CH2:26]([O:33][N:34]1[C:40](=[O:41])[N:39]2[CH2:42][C@H:35]1[CH2:36][CH2:37][CH:38]2[C:43](O)=[O:44])[C:27]1[CH:32]=[CH:31][CH:30]=[CH:29][CH:28]=1.CN(C(ON1N=NC2C=CC=NC1=2)=[N+](C)C)C.F[P-](F)(F)(F)(F)F. The catalyst is C(Cl)Cl. The product is [C:21]([O:20][C:19](=[O:25])[NH:18][CH2:17][C:14]1([C:12]([NH:10][NH:11][C:43]([CH:38]2[CH2:37][CH2:36][C@@H:35]3[CH2:42][N:39]2[C:40](=[O:41])[N:34]3[O:33][CH2:26][C:27]2[CH:32]=[CH:31][CH:30]=[CH:29][CH:28]=2)=[O:44])=[O:13])[CH2:16][CH2:15]1)([CH3:22])([CH3:24])[CH3:23]. The yield is 0.850. (5) The reactants are [CH3:1][C:2]([CH3:28])([CH:6]([C:22]1[CH:27]=[CH:26][CH:25]=[CH:24][CH:23]=1)[C:7]1[CH:8]=[C:9]2[CH:15]=[N:14][N:13]([C:16]3[CH:21]=[CH:20][CH:19]=[CH:18][CH:17]=3)[C:10]2=[N:11][CH:12]=1)[C:3](O)=[O:4].[NH2:29][C:30]1[S:31][CH:32]=[CH:33][N:34]=1.C(N(C(C)C)CC)(C)C.CN(C(ON1N=NC2C=CC=NC1=2)=[N+](C)C)C.F[P-](F)(F)(F)(F)F.FC(F)(F)C(O)=O. The catalyst is CN(C=O)C. The product is [CH3:28][C:2]([CH3:1])([CH:6]([C:22]1[CH:27]=[CH:26][CH:25]=[CH:24][CH:23]=1)[C:7]1[CH:8]=[C:9]2[CH:15]=[N:14][N:13]([C:16]3[CH:21]=[CH:20][CH:19]=[CH:18][CH:17]=3)[C:10]2=[N:11][CH:12]=1)[C:3]([NH:29][C:30]1[S:31][CH:32]=[CH:33][N:34]=1)=[O:4]. The yield is 0.410.